From a dataset of Forward reaction prediction with 1.9M reactions from USPTO patents (1976-2016). Predict the product of the given reaction. Given the reactants [Br:1][C:2]1[CH:3]=[CH:4][C:5]([OH:11])=[C:6]([C:8](=[O:10])[CH3:9])[CH:7]=1.[C:12]([CH:16]1[CH2:20][CH2:19][C:18](=O)[CH2:17]1)([CH3:15])([CH3:14])[CH3:13].N1CCCC1, predict the reaction product. The product is: [Br:1][C:2]1[CH:7]=[C:6]2[C:5](=[CH:4][CH:3]=1)[O:11][C:18]1([CH2:19][CH2:20][CH:16]([C:12]([CH3:15])([CH3:14])[CH3:13])[CH2:17]1)[CH2:9][C:8]2=[O:10].